Dataset: NCI-60 drug combinations with 297,098 pairs across 59 cell lines. Task: Regression. Given two drug SMILES strings and cell line genomic features, predict the synergy score measuring deviation from expected non-interaction effect. (1) Drug 1: CC1C(C(CC(O1)OC2CC(CC3=C2C(=C4C(=C3O)C(=O)C5=C(C4=O)C(=CC=C5)OC)O)(C(=O)C)O)N)O.Cl. Drug 2: CC1C(C(=O)NC(C(=O)N2CCCC2C(=O)N(CC(=O)N(C(C(=O)O1)C(C)C)C)C)C(C)C)NC(=O)C3=C4C(=C(C=C3)C)OC5=C(C(=O)C(=C(C5=N4)C(=O)NC6C(OC(=O)C(N(C(=O)CN(C(=O)C7CCCN7C(=O)C(NC6=O)C(C)C)C)C)C(C)C)C)N)C. Cell line: SN12C. Synergy scores: CSS=22.1, Synergy_ZIP=-2.03, Synergy_Bliss=2.14, Synergy_Loewe=2.81, Synergy_HSA=2.04. (2) Drug 1: C1=NC2=C(N=C(N=C2N1C3C(C(C(O3)CO)O)O)F)N. Drug 2: CC1=C(C(=O)C2=C(C1=O)N3CC4C(C3(C2COC(=O)N)OC)N4)N. Cell line: OVCAR-4. Synergy scores: CSS=8.46, Synergy_ZIP=-4.09, Synergy_Bliss=-1.94, Synergy_Loewe=-7.43, Synergy_HSA=-2.51.